Dataset: Forward reaction prediction with 1.9M reactions from USPTO patents (1976-2016). Task: Predict the product of the given reaction. (1) Given the reactants Br[C:2]1[CH:3]=[C:4]2[C:8](=[CH:9][CH:10]=1)[NH:7][CH2:6][CH:5]2[CH3:11].[CH3:12][N:13]1[CH:17]=[C:16](B2OC(C)(C)C(C)(C)O2)[CH:15]=[N:14]1.C([O-])([O-])=O.[K+].[K+].O, predict the reaction product. The product is: [CH3:11][CH:5]1[C:4]2[C:8](=[CH:9][CH:10]=[C:2]([C:16]3[CH:15]=[N:14][N:13]([CH3:12])[CH:17]=3)[CH:3]=2)[NH:7][CH2:6]1. (2) Given the reactants [CH3:1][C:2]1[NH:6][N:5]=[C:4]([O:7][C@@H:8]2[O:25][C@H:24]([CH2:26][O:27]C(=O)C)[C@@H:19]([O:20]C(=O)C)[C@H:14]([O:15]C(=O)C)[C@H:9]2[O:10]C(=O)C)[C:3]=1[CH2:31][C:32]1[CH:37]=[CH:36][C:35]([CH:38]2[CH2:40][CH2:39]2)=[CH:34][CH:33]=1.[OH-].[Na+], predict the reaction product. The product is: [C@@H:8]1([O:7][C:4]2[C:3]([CH2:31][C:32]3[CH:33]=[CH:34][C:35]([CH:38]4[CH2:40][CH2:39]4)=[CH:36][CH:37]=3)=[C:2]([CH3:1])[NH:6][N:5]=2)[O:25][C@H:24]([CH2:26][OH:27])[C@@H:19]([OH:20])[C@H:14]([OH:15])[C@H:9]1[OH:10]. (3) The product is: [NH:1]1[C:9]2[C:4](=[CH:5][CH:6]=[CH:7][C:8]=2[C:10]2[C:18]3[C:17]([NH:19][C@H:20]([C:22]4[N:27]([C:28]5[CH:33]=[CH:32][CH:31]=[CH:30][CH:29]=5)[C:26](=[O:34])[C:25]5=[C:35]([CH3:38])[CH:36]=[CH:37][N:24]5[N:23]=4)[CH3:21])=[N:16][CH:15]=[N:14][C:13]=3[NH:12][CH:11]=2)[CH:3]=[CH:2]1. Given the reactants [NH:1]1[C:9]2[C:4](=[CH:5][CH:6]=[CH:7][C:8]=2[C:10]2[C:18]3[C:17]([NH:19][C@H:20]([C:22]4[N:27]([C:28]5[CH:33]=[CH:32][CH:31]=[CH:30][CH:29]=5)[C:26](=[O:34])[C:25]5=[C:35]([CH3:38])[CH:36]=[CH:37][N:24]5[N:23]=4)[CH3:21])=[N:16][CH:15]=[N:14][C:13]=3[N:12](COCC[Si](C)(C)C)[CH:11]=2)[CH:3]=[CH:2]1.FC(F)(F)C(O)=O.N, predict the reaction product. (4) Given the reactants [CH2:1]([O:3][C:4]1[C:9]([C:10]2[NH:11][C:12](=[O:22])[C:13]3[C:14](=[C:16]([CH2:20][CH3:21])[N:17]([CH3:19])[N:18]=3)[N:15]=2)=[CH:8][C:7]([S:23]([N:26]2[CH2:31][CH2:30][N:29]([CH2:32][CH3:33])[CH2:28][CH2:27]2)(=[O:25])=[O:24])=[CH:6][N:5]=1)[CH3:2].C[Si]([N-][Si](C)(C)C)(C)C.[K+], predict the reaction product. The product is: [CH2:20]([C:16]1[N:17]([CH3:19])[N:18]=[C:13]2[C:12](=[O:22])[NH:11][C:10]([C:9]3[C:4]([O:3][CH2:1][C:2]4[CH:7]=[CH:8][CH:9]=[CH:4][N:5]=4)=[N:5][CH:6]=[C:7]([S:23]([N:26]4[CH2:31][CH2:30][N:29]([CH2:32][CH3:33])[CH2:28][CH2:27]4)(=[O:25])=[O:24])[CH:8]=3)=[N:15][C:14]=12)[CH3:21].